This data is from Reaction yield outcomes from USPTO patents with 853,638 reactions. The task is: Predict the reaction yield, written as a fraction of the theoretical maximum amount of product (1.0 means a 100% yield; for example, 0.34 means a 34% yield). (1) The product is [OH:14][CH2:13][CH:8]1[O:9][C:10]2[C:5](=[CH:4][CH:3]=[C:2]3[NH:1][C:15](=[O:16])[NH:12][C:11]3=2)[CH2:6][CH2:7]1. The reactants are [NH2:1][C:2]1[C:11]([NH2:12])=[C:10]2[C:5]([CH2:6][CH2:7][CH:8]([CH2:13][OH:14])[O:9]2)=[CH:4][CH:3]=1.[C:15](N1C=CN=C1)(N1C=CN=C1)=[O:16]. The catalyst is C1COCC1. The yield is 0.630. (2) The product is [Br:1][C:2]1[CH:3]=[N:4][C:5]2[N:6]([N:8]=[C:9]([CH3:13])[C:10]=2[CH2:11][N:15]2[CH2:16][CH:17]([CH2:24][CH2:25][CH3:26])[CH2:18][C:19]2=[O:20])[CH:7]=1. The catalyst is CO.O. The yield is 0.450. The reactants are [Br:1][C:2]1[CH:3]=[N:4][C:5]2[N:6]([N:8]=[C:9]([CH3:13])[C:10]=2[CH:11]=O)[CH:7]=1.Cl.[NH2:15][CH2:16][CH:17]([CH2:24][CH2:25][CH3:26])[CH2:18][C:19](OCC)=[O:20].C(N(CC)CC)C.[BH4-].[Na+].